From a dataset of Full USPTO retrosynthesis dataset with 1.9M reactions from patents (1976-2016). Predict the reactants needed to synthesize the given product. (1) The reactants are: [CH3:1][CH:2]([OH:5])[CH2:3][NH2:4].N1C=CN=C1.[Si:11](OS(C(F)(F)F)(=O)=O)([CH2:16][CH3:17])([CH2:14][CH3:15])[CH2:12][CH3:13].O. Given the product [CH2:12]([Si:11]([CH2:16][CH3:17])([CH2:14][CH3:15])[O:5][CH:2]([CH3:1])[CH2:3][NH2:4])[CH3:13], predict the reactants needed to synthesize it. (2) Given the product [CH3:7][O:8][C:9]1[N:14]=[CH:13][C:12](/[CH:15]=[CH:20]/[C:21]([NH:23][C:24]2[CH:32]=[CH:31][CH:30]=[CH:29][C:25]=2[C:26]([OH:28])=[O:27])=[O:22])=[CH:11][CH:10]=1, predict the reactants needed to synthesize it. The reactants are: N1CCCCC1.[CH3:7][O:8][C:9]1[N:14]=[CH:13][C:12]([CH:15]=O)=[CH:11][CH:10]=1.C([CH2:20][C:21]([NH:23][C:24]1[CH:32]=[CH:31][CH:30]=[CH:29][C:25]=1[C:26]([OH:28])=[O:27])=[O:22])(O)=O.CC(O)=O. (3) Given the product [CH3:31][N:32]([CH3:33])[C:2]1[CH:3]=[C:4]([CH:27]=[CH:28][N:29]=1)[C:5]([NH:7][C:8]1[CH:9]=[CH:10][C:11]([CH3:26])=[C:12]([NH:14][C:15]([C:17]2[S:25][C:20]3=[N:21][CH:22]=[CH:23][N:24]=[C:19]3[CH:18]=2)=[O:16])[CH:13]=1)=[O:6], predict the reactants needed to synthesize it. The reactants are: Br[C:2]1[CH:3]=[C:4]([CH:27]=[CH:28][N:29]=1)[C:5]([NH:7][C:8]1[CH:9]=[CH:10][C:11]([CH3:26])=[C:12]([NH:14][C:15]([C:17]2[S:25][C:20]3=[N:21][CH:22]=[CH:23][N:24]=[C:19]3[CH:18]=2)=[O:16])[CH:13]=1)=[O:6].Cl.[CH3:31][NH:32][CH3:33]. (4) Given the product [O:37]=[C:38]1[N:43]([CH2:11][C:9]2[O:8][N:7]=[C:6]([CH2:5][O:4][CH2:1][CH2:2][CH3:3])[N:10]=2)[C:42]2[CH:44]=[C:45]([C:47]3[CH:52]=[CH:51][CH:50]=[CH:49][CH:48]=3)[S:46][C:41]=2[C:40](=[O:53])[N:39]1[CH:54]1[CH2:59][CH2:58][N:57]([C:60]([O:62][C:63]([CH3:66])([CH3:65])[CH3:64])=[O:61])[CH2:56][CH2:55]1, predict the reactants needed to synthesize it. The reactants are: [CH2:1]([O:4][CH2:5][C:6]1[N:10]=[C:9]([CH2:11]O)[O:8][N:7]=1)[CH2:2][CH3:3].C(Br)(Br)(Br)Br.C1(P(C2C=CC=CC=2)C2C=CC=CC=2)C=CC=CC=1.[O:37]=[C:38]1[NH:43][C:42]2[CH:44]=[C:45]([C:47]3[CH:52]=[CH:51][CH:50]=[CH:49][CH:48]=3)[S:46][C:41]=2[C:40](=[O:53])[N:39]1[CH:54]1[CH2:59][CH2:58][N:57]([C:60]([O:62][C:63]([CH3:66])([CH3:65])[CH3:64])=[O:61])[CH2:56][CH2:55]1.C(=O)([O-])[O-].[K+].[K+]. (5) Given the product [CH3:17][S:18]([O:1][CH2:2][CH2:3][C:4]1[N:5]=[C:6]([NH:9][C:10]([O:11][C:12]([CH3:13])([CH3:15])[CH3:14])=[O:16])[S:7][CH:8]=1)(=[O:20])=[O:19], predict the reactants needed to synthesize it. The reactants are: [OH:1][CH2:2][CH2:3][C:4]1[N:5]=[C:6]([NH:9][C:10](=[O:16])[O:11][C:12]([CH3:15])([CH3:14])[CH3:13])[S:7][CH:8]=1.[CH3:17][S:18](Cl)(=[O:20])=[O:19].O.